Dataset: Forward reaction prediction with 1.9M reactions from USPTO patents (1976-2016). Task: Predict the product of the given reaction. (1) Given the reactants [Si:1]([O:8][C@H:9]([C@H:17]([CH3:41])/[CH:18]=[CH:19]/[CH2:20][O:21][C:22]([C:35]1[CH:40]=[CH:39][CH:38]=[CH:37][CH:36]=1)([C:29]1[CH:34]=[CH:33][CH:32]=[CH:31][CH:30]=1)[C:23]1[CH:28]=[CH:27][CH:26]=[CH:25][CH:24]=1)[CH2:10][C:11](N(OC)C)=[O:12])([C:4]([CH3:7])([CH3:6])[CH3:5])([CH3:3])[CH3:2].[Si:42]([O:49][C@H:50]([C@@H:55]([CH3:67])[CH2:56][CH2:57][CH2:58][O:59][Si:60]([C:63]([CH3:66])([CH3:65])[CH3:64])([CH3:62])[CH3:61])[C@@H:51]([CH3:54])[C:52]#[CH:53])([C:45]([CH3:48])([CH3:47])[CH3:46])([CH3:44])[CH3:43].[Li]CCCC.CCOC(C)=O.CCCCCC, predict the reaction product. The product is: [Si:1]([O:8][C@@H:9]([CH2:10][C:11](=[O:12])[C:53]#[C:52][C@H:51]([CH3:54])[C@H:50]([O:49][Si:42]([C:45]([CH3:48])([CH3:47])[CH3:46])([CH3:44])[CH3:43])[C@@H:55]([CH3:67])[CH2:56][CH2:57][CH2:58][O:59][Si:60]([C:63]([CH3:65])([CH3:64])[CH3:66])([CH3:62])[CH3:61])[C@H:17]([CH3:41])[CH:18]=[CH:19][CH2:20][O:21][C:22]([C:35]1[CH:40]=[CH:39][CH:38]=[CH:37][CH:36]=1)([C:29]1[CH:34]=[CH:33][CH:32]=[CH:31][CH:30]=1)[C:23]1[CH:24]=[CH:25][CH:26]=[CH:27][CH:28]=1)([C:4]([CH3:7])([CH3:5])[CH3:6])([CH3:3])[CH3:2]. (2) Given the reactants Br[C:2]1[CH:23]=[CH:22][C:5]2[N:6]=[C:7]([NH:10][CH:11]3[C:19]4[C:14](=[CH:15][CH:16]=[CH:17][C:18]=4[O:20][CH3:21])[CH2:13][CH2:12]3)[O:8][CH2:9][C:4]=2[CH:3]=1.[NH2:24][C:25]1[N:30]=[C:29]([C:31]([F:34])([F:33])[F:32])[CH:28]=[CH:27][N:26]=1, predict the reaction product. The product is: [CH3:21][O:20][C:18]1[CH:17]=[CH:16][CH:15]=[C:14]2[C:19]=1[CH:11]([NH:10][C:7]1[O:8][CH2:9][C:4]3[CH:3]=[C:2]([NH:24][C:25]4[N:30]=[C:29]([C:31]([F:34])([F:32])[F:33])[CH:28]=[CH:27][N:26]=4)[CH:23]=[CH:22][C:5]=3[N:6]=1)[CH2:12][CH2:13]2. (3) The product is: [C:13]([O:17][C:18]([NH:20][C:21]1[CH:22]=[C:23]([C:27]([NH:29][C:30]2[CH:31]=[C:32]([C:36]([OH:38])=[O:37])[N:33]([CH3:35])[CH:34]=2)=[O:28])[N:24]([CH3:26])[CH:25]=1)=[O:19])([CH3:16])([CH3:14])[CH3:15]. Given the reactants C(C1NC=CC=1)(OC(C)(C)C)=O.[C:13]([O:17][C:18]([NH:20][C:21]1[CH:22]=[C:23]([C:27]([NH:29][C:30]2[CH:31]=[C:32]([C:36]([O:38]C)=[O:37])[N:33]([CH3:35])[CH:34]=2)=[O:28])[N:24]([CH3:26])[CH:25]=1)=[O:19])([CH3:16])([CH3:15])[CH3:14].[OH-].[Na+], predict the reaction product. (4) Given the reactants [C:1]1([CH2:7][CH2:8][C:9]2[C:10]3[CH:17]=[C:16]([C@@H:18]4[O:26][C@H:25]([CH2:27][OH:28])[C@@H:23]([OH:24])[C@H:21]([OH:22])[C@H:19]4[OH:20])[CH:15]=[CH:14][C:11]=3[S:12][CH:13]=2)[CH:6]=[CH:5][CH:4]=[CH:3][CH:2]=1.Cl[C:30]([O:32][CH2:33][CH3:34])=[O:31].C(O)(=O)CC(CC(O)=O)(C(O)=O)O, predict the reaction product. The product is: [C:1]1([CH2:7][CH2:8][C:9]2[C:10]3[CH:17]=[C:16]([C@@H:18]4[O:26][C@H:25]([CH2:27][O:28][C:30]([O:32][CH2:33][CH3:34])=[O:31])[C@@H:23]([OH:24])[C@H:21]([OH:22])[C@H:19]4[OH:20])[CH:15]=[CH:14][C:11]=3[S:12][CH:13]=2)[CH:6]=[CH:5][CH:4]=[CH:3][CH:2]=1. (5) Given the reactants [CH2:1]([O:5][C:6]1[N:14]=[C:13]2[C:9]([N:10]=[C:11]([OH:35])[N:12]2[CH2:15][C:16]2[CH:21]=[CH:20][CH:19]=[C:18]([C:22]([O:24][CH2:25][CH2:26][O:27]CC3C=CC=CC=3)=[O:23])[CH:17]=2)=[C:8]([NH2:36])[N:7]=1)[CH2:2][CH2:3][CH3:4].Cl.C1COCC1, predict the reaction product. The product is: [CH2:1]([O:5][C:6]1[N:14]=[C:13]2[C:9]([N:10]=[C:11]([OH:35])[N:12]2[CH2:15][C:16]2[CH:21]=[CH:20][CH:19]=[C:18]([C:22]([O:24][CH2:25][CH2:26][OH:27])=[O:23])[CH:17]=2)=[C:8]([NH2:36])[N:7]=1)[CH2:2][CH2:3][CH3:4]. (6) Given the reactants [CH3:1][CH:2](O)[CH2:3][C:4]1[C:12]2[C:7](=[CH:8][CH:9]=[C:10](Br)[CH:11]=2)[NH:6]C=1.[CH2:15](N(CC)CC)[CH3:16].[C-]#N.[K+], predict the reaction product. The product is: [CH3:15][CH2:16][CH2:1][CH2:2][CH2:3][CH2:4][CH2:12][CH2:11][CH2:10][CH2:9][CH2:8][C:7]#[N:6]. (7) Given the reactants [CH3:1][C:2]1[CH:3]=[C:4]([CH:8]=[CH:9][CH:10]=1)[C:5]([OH:7])=[O:6].S(=O)(=O)(O)O.[CH3:16]O, predict the reaction product. The product is: [CH3:1][C:2]1[CH:3]=[C:4]([CH:8]=[CH:9][CH:10]=1)[C:5]([O:7][CH3:16])=[O:6].